The task is: Predict the product of the given reaction.. This data is from Forward reaction prediction with 1.9M reactions from USPTO patents (1976-2016). (1) Given the reactants [N:1]1[C:10]2[C:5](=[CH:6][CH:7]=[CH:8][CH:9]=2)[CH:4]=[C:3]([OH:11])[C:2]=1[OH:12].[CH2:13](N(CC)CC)C.C1C[O:23][CH2:22]C1.[C:25]1([CH3:35])[CH:30]=[CH:29][C:28]([S:31](Cl)(=[O:33])=[O:32])=[CH:27][CH:26]=1.Cl[CH2:37][Cl:38], predict the reaction product. The product is: [Cl:38][C:37]1[CH:13]=[N:1][C:10]2[C:5]([C:4]=1[CH:3]([OH:11])[CH2:2][O:12][S:31]([C:28]1[CH:29]=[CH:30][C:25]([CH3:35])=[CH:26][CH:27]=1)(=[O:33])=[O:32])=[CH:6][C:7]([O:23][CH3:22])=[CH:8][CH:9]=2. (2) Given the reactants [Cl:1][C:2]1[CH:3]=[CH:4][C:5]([F:25])=[C:6]([C:8]2[CH:13]=[CH:12][C:11]([CH2:14][C@H:15]3[NH:19][C:18](=[O:20])[C@:17]([CH3:24])([C:21]([OH:23])=[O:22])[CH2:16]3)=[CH:10][CH:9]=2)[CH:7]=1.CN(C([O:33]N1N=NC2C=CC=NC1=2)=[N+](C)C)C.F[P-](F)(F)(F)(F)F.N.O1CCOCC1.CCN(C(C)C)C(C)C, predict the reaction product. The product is: [NH2:19][C@H:15]([CH2:14][C:11]1[CH:12]=[CH:13][C:8]([C:6]2[CH:7]=[C:2]([Cl:1])[CH:3]=[CH:4][C:5]=2[F:25])=[CH:9][CH:10]=1)[CH2:16][C:17]([CH3:24])([C:21]([OH:23])=[O:22])[C:18]([OH:33])=[O:20]. (3) Given the reactants Cl[C:2]1[CH:3]=[CH:4][C:5]2[C:14]3[C:9](=[C:10]([CH3:15])[N:11]=[CH:12][CH:13]=3)[C:8](=[O:16])[N:7]([CH3:17])[C:6]=2[CH:18]=1.[OH:19][CH2:20][C@@H:21]([NH:26][C:27](=[O:33])[O:28][C:29]([CH3:32])([CH3:31])[CH3:30])[CH2:22][CH:23]([CH3:25])[CH3:24].C([O-])([O-])=O.[Cs+].[Cs+].C(P(C(C)(C)C)C1C=CC=CC=1C1C(C(C)C)=CC(C(C)C)=CC=1C(C)C)(C)(C)C, predict the reaction product. The product is: [CH3:15][C:10]1[N:11]=[CH:12][CH:13]=[C:14]2[C:9]=1[C:8](=[O:16])[N:7]([CH3:17])[C:6]1[CH:18]=[C:2]([O:19][CH2:20][C@@H:21]([NH:26][C:27](=[O:33])[O:28][C:29]([CH3:30])([CH3:32])[CH3:31])[CH2:22][CH:23]([CH3:25])[CH3:24])[CH:3]=[CH:4][C:5]2=1. (4) The product is: [C:1]([O:5][C:6]([N:8]1[C:16]2[C:11](=[C:12]([C:41]#[C:40][CH:39]([C:35]3[N:34]([C:32]([O:31][C:27]([CH3:30])([CH3:29])[CH3:28])=[O:33])[CH:38]=[CH:37][CH:36]=3)[OH:42])[C:13]([F:17])=[CH:14][CH:15]=2)[CH:10]=[C:9]1[O:19][C:20]([O:22][C:23]([CH3:26])([CH3:25])[CH3:24])=[O:21])=[O:7])([CH3:4])([CH3:3])[CH3:2]. Given the reactants [C:1]([O:5][C:6]([N:8]1[C:16]2[C:11](=[C:12](I)[C:13]([F:17])=[CH:14][CH:15]=2)[CH:10]=[C:9]1[O:19][C:20]([O:22][C:23]([CH3:26])([CH3:25])[CH3:24])=[O:21])=[O:7])([CH3:4])([CH3:3])[CH3:2].[C:27]([O:31][C:32]([N:34]1[CH:38]=[CH:37][CH:36]=[C:35]1[CH:39]([OH:42])[C:40]#[CH:41])=[O:33])([CH3:30])([CH3:29])[CH3:28].[Cl-].[NH4+], predict the reaction product. (5) Given the reactants [F:1][C:2]1[CH:7]=[CH:6][C:5]([C:8](=[O:25])[CH2:9][C:10]2(O)[CH2:13][N:12]([C:14]([O:16][CH2:17][C:18]3[CH:23]=[CH:22][CH:21]=[CH:20][CH:19]=3)=[O:15])[CH2:11]2)=[C:4]([OH:26])[CH:3]=1.N1C=CC=CC=1.FC(F)(F)C(OC(=O)C(F)(F)F)=O.N12CCCN=C1CCCCC2, predict the reaction product. The product is: [F:1][C:2]1[CH:3]=[C:4]2[C:5]([C:8](=[O:25])[CH2:9][C:10]3([CH2:11][N:12]([C:14]([O:16][CH2:17][C:18]4[CH:19]=[CH:20][CH:21]=[CH:22][CH:23]=4)=[O:15])[CH2:13]3)[O:26]2)=[CH:6][CH:7]=1. (6) Given the reactants [C:1]([O:5][C:6]([N:8]1[CH2:12][CH2:11][C:10](=O)[CH2:9]1)=[O:7])([CH3:4])([CH3:3])[CH3:2].S(C1C=CC(C)=CC=1)(O)(=O)=O.[CH:25]1([O:30][C:31](=[O:38])[C@H:32]([CH2:34][CH:35]([CH3:37])[CH3:36])[NH2:33])[CH2:29][CH2:28][CH2:27][CH2:26]1.C(O[BH-](OC(=O)C)OC(=O)C)(=O)C.[Na+].C(OCC)(=O)C, predict the reaction product. The product is: [C:1]([O:5][C:6]([N:8]1[CH2:12][CH2:11][CH:10]([NH:33][C@H:32]([C:31]([O:30][CH:25]2[CH2:26][CH2:27][CH2:28][CH2:29]2)=[O:38])[CH2:34][CH:35]([CH3:37])[CH3:36])[CH2:9]1)=[O:7])([CH3:4])([CH3:3])[CH3:2].